From a dataset of Reaction yield outcomes from USPTO patents with 853,638 reactions. Predict the reaction yield, written as a fraction of the theoretical maximum amount of product (1.0 means a 100% yield; for example, 0.34 means a 34% yield). (1) The reactants are [F:1][C:2]([F:21])([F:20])[C:3]1[CH:4]=[C:5](/[N:9]=[C:10]2\[C:11](=[O:19])[NH:12][C:13]3[C:18]\2=[CH:17][CH:16]=[CH:15][CH:14]=3)[CH:6]=[CH:7][CH:8]=1.C(N(CC)CC)C.[Br:29][C:30]1[CH:35]=[CH:34][C:33](B(O)O)=[CH:32][CH:31]=1. The catalyst is C(Cl)Cl.C([O-])(=O)C.[Cu+2].C([O-])(=O)C. The product is [Br:29][C:30]1[CH:35]=[CH:34][C:33]([N:12]2[C:13]3[C:18](=[CH:17][CH:16]=[CH:15][CH:14]=3)/[C:10](=[N:9]/[C:5]3[CH:6]=[CH:7][CH:8]=[C:3]([C:2]([F:1])([F:20])[F:21])[CH:4]=3)/[C:11]2=[O:19])=[CH:32][CH:31]=1. The yield is 0.420. (2) The reactants are CC1(C)[O:7][CH2:6][CH:5]([N:8]2[C:13](=[O:14])[CH:12]=[N:11][C:10]3[CH:15]=[CH:16][C:17]([O:19][CH3:20])=[N:18][C:9]2=3)[CH2:4][O:3]1.Cl. The catalyst is C1COCC1. The product is [OH:3][CH2:4][CH:5]([N:8]1[C:13](=[O:14])[CH:12]=[N:11][C:10]2[CH:15]=[CH:16][C:17]([O:19][CH3:20])=[N:18][C:9]1=2)[CH2:6][OH:7]. The yield is 0.910. (3) The reactants are [Cl:1][C:2]1[CH:3]=[C:4]([CH:7]=[CH:8][C:9]=1[F:10])[CH:5]=[O:6].O[CH2:12][CH2:13][C:14]1[C:22]2[C:17](=[CH:18][CH:19]=[CH:20][CH:21]=2)[NH:16][CH:15]=1.FC(F)(F)C(O)=O. The catalyst is ClCCl. The product is [Cl:1][C:2]1[CH:3]=[C:4]([CH:5]2[C:15]3[NH:16][C:17]4[C:22]([C:14]=3[CH2:13][CH2:12][O:6]2)=[CH:21][CH:20]=[CH:19][CH:18]=4)[CH:7]=[CH:8][C:9]=1[F:10]. The yield is 0.160. (4) The reactants are [Cl:1][C:2]1[C:3]([CH3:13])=[C:4]([I:12])[C:5]([OH:11])=[C:6]([C:8](=[O:10])[CH3:9])[CH:7]=1.I[CH2:15][CH3:16].C(=O)([O-])[O-].[K+].[K+]. The catalyst is CN(C=O)C.CCOCC. The product is [Cl:1][C:2]1[C:3]([CH3:13])=[C:4]([I:12])[C:5]([O:11][CH2:15][CH3:16])=[C:6]([C:8](=[O:10])[CH3:9])[CH:7]=1. The yield is 0.917. (5) The reactants are Cl.[NH2:2][C:3]([CH3:11])([CH3:10])[CH2:4][C:5]([O:7][CH2:8][CH3:9])=[O:6].C(N(CC)CC)C.Cl[C:20](=[O:27])[CH2:21][C:22]([O:24][CH2:25][CH3:26])=[O:23]. The catalyst is C(Cl)Cl. The product is [CH2:25]([O:24][C:22](=[O:23])[CH2:21][C:20]([NH:2][C:3]([CH3:11])([CH3:10])[CH2:4][C:5]([O:7][CH2:8][CH3:9])=[O:6])=[O:27])[CH3:26]. The yield is 0.970.